This data is from Catalyst prediction with 721,799 reactions and 888 catalyst types from USPTO. The task is: Predict which catalyst facilitates the given reaction. (1) Reactant: [CH2:1]([N:4]1[CH:8]=[CH:7][N:6]=[C:5]1[C:9]1[S:13][C:12]([C:14]2[C:15]3[N:22]=[C:21]([NH2:23])[S:20][C:16]=3[N:17]=[CH:18][N:19]=2)=[CH:11][C:10]=1[C:24]1[CH:29]=[CH:28][C:27]([Cl:30])=[CH:26][C:25]=1[Cl:31])[CH:2]=[CH2:3].[C:32](Cl)(=[O:34])[CH3:33]. Product: [CH2:1]([N:4]1[CH:8]=[CH:7][N:6]=[C:5]1[C:9]1[S:13][C:12]([C:14]2[C:15]3[N:22]=[C:21]([NH:23][C:32](=[O:34])[CH3:33])[S:20][C:16]=3[N:17]=[CH:18][N:19]=2)=[CH:11][C:10]=1[C:24]1[CH:29]=[CH:28][C:27]([Cl:30])=[CH:26][C:25]=1[Cl:31])[CH:2]=[CH2:3]. The catalyst class is: 17. (2) Reactant: [CH2:1]([O:8][C:9]1[CH:10]=[C:11]([CH:34]=[CH:35][CH:36]=1)[CH2:12][O:13][C:14]1[C:19]2[CH:20]=[C:21]([C:23]3[N:24]=[C:25]4[N:29]([CH:30]=3)[N:28]=[C:27](Br)[S:26]4)[O:22][C:18]=2[CH:17]=[C:16]([CH2:32][CH3:33])[CH:15]=1)[C:2]1[CH:7]=[CH:6][CH:5]=[CH:4][CH:3]=1.C[O-].[Na+].Cl.[C:41]([O-])(O)=[O:42].[Na+]. Product: [CH2:1]([O:8][C:9]1[CH:10]=[C:11]([CH:34]=[CH:35][CH:36]=1)[CH2:12][O:13][C:14]1[C:19]2[CH:20]=[C:21]([C:23]3[N:24]=[C:25]4[N:29]([CH:30]=3)[N:28]=[C:27]([O:42][CH3:41])[S:26]4)[O:22][C:18]=2[CH:17]=[C:16]([CH2:32][CH3:33])[CH:15]=1)[C:2]1[CH:7]=[CH:6][CH:5]=[CH:4][CH:3]=1. The catalyst class is: 98.